From a dataset of Forward reaction prediction with 1.9M reactions from USPTO patents (1976-2016). Predict the product of the given reaction. (1) The product is: [Br:11][C:6]1[CH:7]=[C:8]([F:10])[CH:9]=[C:4](/[CH:1]=[CH:2]/[CH3:3])[C:5]=1[OH:12]. Given the reactants [CH2:1]([C:4]1[CH:9]=[C:8]([F:10])[CH:7]=[C:6]([Br:11])[C:5]=1[OH:12])[CH:2]=[CH2:3], predict the reaction product. (2) Given the reactants [CH3:1][C:2]1[CH:6]=[C:5]([C:7]([F:10])([F:9])[F:8])[NH:4][N:3]=1.[O-:11][Mn](=O)(=O)=O.[K+].[OH2:17], predict the reaction product. The product is: [F:8][C:7]([F:10])([F:9])[C:5]1[NH:4][N:3]=[C:2]([C:1]([OH:11])=[O:17])[CH:6]=1. (3) Given the reactants O[CH:2]([C:13]1[CH:18]=[CH:17][C:16]([O:19][CH3:20])=[CH:15][CH:14]=1)[C:3]([C:5]1[CH:10]=[CH:9][C:8]([O:11][CH3:12])=[CH:7][CH:6]=1)=O.[CH3:21][NH:22][C:23]([NH:25][CH3:26])=[O:24], predict the reaction product. The product is: [CH3:12][O:11][C:8]1[CH:9]=[CH:10][C:5]([C:3]2[N:22]([CH3:21])[C:23](=[O:24])[N:25]([CH3:26])[C:2]=2[C:13]2[CH:18]=[CH:17][C:16]([O:19][CH3:20])=[CH:15][CH:14]=2)=[CH:6][CH:7]=1. (4) The product is: [CH2:18]([O:1][C:2]1[NH:6][N:5]=[C:4]([C:7]([O:9][CH2:10][CH3:11])=[O:8])[CH:3]=1)[CH3:19]. Given the reactants [OH:1][C:2]1[NH:6][N:5]=[C:4]([C:7]([O:9][CH2:10][CH3:11])=[O:8])[CH:3]=1.C(=O)([O-])[O-].[K+].[K+].[CH2:18](I)[CH3:19].O, predict the reaction product. (5) Given the reactants C([O:3][C:4](=[O:33])[CH:5]([O:30][CH2:31][CH3:32])[CH2:6][C:7]1[CH:12]=[CH:11][C:10]([O:13][CH2:14][CH2:15][CH2:16][C:17]2[N:18]=[C:19]([C:23]3[CH:28]=[CH:27][CH:26]=[CH:25][CH:24]=3)[O:20][C:21]=2[CH3:22])=[CH:9][C:8]=1[CH3:29])C.[Li+].[OH-], predict the reaction product. The product is: [CH2:31]([O:30][CH:5]([CH2:6][C:7]1[CH:12]=[CH:11][C:10]([O:13][CH2:14][CH2:15][CH2:16][C:17]2[N:18]=[C:19]([C:23]3[CH:24]=[CH:25][CH:26]=[CH:27][CH:28]=3)[O:20][C:21]=2[CH3:22])=[CH:9][C:8]=1[CH3:29])[C:4]([OH:33])=[O:3])[CH3:32]. (6) Given the reactants OS(O)(=O)=O.[C:6]([OH:15])(=[O:14])[C:7]1[C:8](=[CH:10][CH:11]=[CH:12][CH:13]=1)[OH:9].[CH3:16][CH2:17]O, predict the reaction product. The product is: [OH:9][C:8]1[CH:10]=[CH:11][CH:12]=[CH:13][C:7]=1[C:6]([O:15][CH2:16][CH3:17])=[O:14].